This data is from Forward reaction prediction with 1.9M reactions from USPTO patents (1976-2016). The task is: Predict the product of the given reaction. (1) Given the reactants [C:1](Cl)(=[O:4])[CH:2]=[CH2:3].Cl.[CH2:7]([O:14][NH2:15])[C:8]1[CH:13]=[CH:12][CH:11]=[CH:10][CH:9]=1.C(N(CC)C(C)C)(C)C.O, predict the reaction product. The product is: [CH2:7]([O:14][NH:15][C:1](=[O:4])[CH:2]=[CH2:3])[C:8]1[CH:13]=[CH:12][CH:11]=[CH:10][CH:9]=1. (2) Given the reactants O[CH2:2][CH2:3][CH2:4][CH2:5][O:6][C:7]1[C:12]([CH3:13])=[CH:11][C:10]([C:14]2[NH:23][C:22](=[O:24])[C:21]3[C:16](=[CH:17][C:18]([O:27][CH3:28])=[CH:19][C:20]=3[O:25][CH3:26])[N:15]=2)=[CH:9][C:8]=1[CH3:29].C1C=CC(P(C2C=CC=CC=2)C2C=CC=CC=2)=CC=1.C(Br)(Br)(Br)[Br:50], predict the reaction product. The product is: [Br:50][CH2:2][CH2:3][CH2:4][CH2:5][O:6][C:7]1[C:12]([CH3:13])=[CH:11][C:10]([C:14]2[NH:23][C:22](=[O:24])[C:21]3[C:16](=[CH:17][C:18]([O:27][CH3:28])=[CH:19][C:20]=3[O:25][CH3:26])[N:15]=2)=[CH:9][C:8]=1[CH3:29].